Dataset: Reaction yield outcomes from USPTO patents with 853,638 reactions. Task: Predict the reaction yield, written as a fraction of the theoretical maximum amount of product (1.0 means a 100% yield; for example, 0.34 means a 34% yield). (1) The reactants are [Cl:1][C:2]1[CH:3]=[CH:4][C:5]([O:31][CH3:32])=[C:6]([NH:8][C:9](=[O:30])[CH2:10][N:11]2[C:19]3[CH2:18][CH2:17][N:16]([CH2:20][C:21]([O:23]CC)=O)[CH2:15][C:14]=3[C:13]([C:26]([F:29])([F:28])[F:27])=[N:12]2)[CH:7]=1.[NH3:33].CO. No catalyst specified. The product is [NH2:33][C:21](=[O:23])[CH2:20][N:16]1[CH2:17][CH2:18][C:19]2[N:11]([CH2:10][C:9]([NH:8][C:6]3[CH:7]=[C:2]([Cl:1])[CH:3]=[CH:4][C:5]=3[O:31][CH3:32])=[O:30])[N:12]=[C:13]([C:26]([F:29])([F:28])[F:27])[C:14]=2[CH2:15]1. The yield is 0.560. (2) The product is [Cl:13][C:14]1[CH:15]=[CH:16][C:17]2[N:18]([CH3:35])[C:19](=[O:34])[C:20]3[CH:30]=[C:29]([CH2:31][CH2:32][O:33][C:37]4[CH:46]=[CH:45][CH:44]=[C:43]5[C:38]=4[CH:39]=[CH:40][CH:41]=[N+:42]5[O-:4])[CH:28]=[N:27][C:21]=3[N:22]([CH2:25][CH3:26])[C:23]=2[N:24]=1. The reactants are N(C(OCC)=O)=NC(OCC)=[O:4].[Cl:13][C:14]1[CH:15]=[CH:16][C:17]2[N:18]([CH3:35])[C:19](=[O:34])[C:20]3[CH:30]=[C:29]([CH2:31][CH2:32][OH:33])[CH:28]=[N:27][C:21]=3[N:22]([CH2:25][CH3:26])[C:23]=2[N:24]=1.O[C:37]1[CH:46]=[CH:45][CH:44]=[C:43]2[C:38]=1[CH:39]=[CH:40][CH:41]=[N:42]2.C1C=CC(P(C2C=CC=CC=2)C2C=CC=CC=2)=CC=1.C1C=C(Cl)C=C(C(OO)=O)C=1. The catalyst is C1COCC1. The yield is 0.350. (3) The reactants are [CH2:1]([NH2:8])[C:2]1[CH:7]=[CH:6][CH:5]=[CH:4][CH:3]=1.FC(F)(F)S(O[Si](C)(C)C)(=O)=O.[OH-].[Na+].[CH2:23]([S:25][C:26]#[N:27])[CH3:24]. No catalyst specified. The product is [CH2:1]([NH:8][C:26](=[NH:27])[S:25][CH2:23][CH3:24])[C:2]1[CH:7]=[CH:6][CH:5]=[CH:4][CH:3]=1. The yield is 1.00. (4) The reactants are [F:1][C:2]([F:7])([F:6])[C:3]([OH:5])=[O:4].C(OC([N:15]1[CH2:18][CH:17]([C:19](=[O:21])[CH3:20])[CH2:16]1)=O)(C)(C)C. The catalyst is ClCCl. The product is [OH:5][C:3]([C:2]([F:7])([F:6])[F:1])=[O:4].[NH:15]1[CH2:18][CH:17]([C:19](=[O:21])[CH3:20])[CH2:16]1. The yield is 1.00.